The task is: Predict the product of the given reaction.. This data is from Forward reaction prediction with 1.9M reactions from USPTO patents (1976-2016). (1) Given the reactants [CH3:1][N:2]1[CH2:7][CH2:6][CH2:5][C:4]([NH2:14])([CH:8]2[CH2:13][CH2:12][O:11][CH2:10][CH2:9]2)[CH2:3]1.[CH3:15][O:16][C:17]1[CH:25]=[C:24]([C:26]([F:29])([F:28])[F:27])[CH:23]=[C:22]([S:30][CH3:31])[C:18]=1[C:19](Cl)=[O:20], predict the reaction product. The product is: [CH3:15][O:16][C:17]1[CH:25]=[C:24]([C:26]([F:27])([F:28])[F:29])[CH:23]=[C:22]([S:30][CH3:31])[C:18]=1[C:19]([NH:14][C:4]1([CH:8]2[CH2:9][CH2:10][O:11][CH2:12][CH2:13]2)[CH2:5][CH2:6][CH2:7][N:2]([CH3:1])[CH2:3]1)=[O:20]. (2) The product is: [CH3:2][O:3][C:4](=[NH:11])[C:5]1[CH:10]=[CH:9][CH:8]=[CH:7][CH:6]=1. Given the reactants Cl.[CH3:2][O:3][C:4](=[NH:11])[C:5]1[CH:10]=[CH:9][CH:8]=[CH:7][CH:6]=1.C(=O)([O-])[O-].[Na+].[Na+], predict the reaction product.